This data is from Reaction yield outcomes from USPTO patents with 853,638 reactions. The task is: Predict the reaction yield, written as a fraction of the theoretical maximum amount of product (1.0 means a 100% yield; for example, 0.34 means a 34% yield). (1) The reactants are Br[CH2:2][CH2:3][O:4][C:5]1[CH:10]=[CH:9][C:8]([O:11][CH3:12])=[C:7]([O:13][CH3:14])[CH:6]=1.[F:15][C:16]1[CH:21]=[CH:20][C:19]([CH:22]([C:35]2[CH:40]=[CH:39][C:38]([F:41])=[CH:37][CH:36]=2)[CH2:23][CH2:24][CH2:25][CH2:26][C:27]([N:29]2[CH2:34][CH2:33][NH:32][CH2:31][CH2:30]2)=[O:28])=[CH:18][CH:17]=1.C([O-])([O-])=O.[K+].[K+].CCOC(C)=O. The catalyst is CN(C=O)C. The product is [CH3:14][O:13][C:7]1[CH:6]=[C:5]([CH:10]=[CH:9][C:8]=1[O:11][CH3:12])[O:4][CH2:3][CH2:2][N:32]1[CH2:33][CH2:34][N:29]([C:27](=[O:28])[CH2:26][CH2:25][CH2:24][CH2:23][CH:22]([C:19]2[CH:18]=[CH:17][C:16]([F:15])=[CH:21][CH:20]=2)[C:35]2[CH:40]=[CH:39][C:38]([F:41])=[CH:37][CH:36]=2)[CH2:30][CH2:31]1. The yield is 0.570. (2) The reactants are [OH:1][C:2]1[CH:16]=[CH:15][C:5]([CH2:6][NH:7][C:8](=[O:14])[O:9][C:10]([CH3:13])([CH3:12])[CH3:11])=[CH:4][CH:3]=1.C1(C=CC(O)=CC=1)O.[C:25]([O:29][CH3:30])(=[O:28])[CH:26]=[CH2:27]. No catalyst specified. The product is [C:10]([O:9][C:8]([NH:7][CH2:6][C:5]1[CH:15]=[CH:16][C:2]([O:1][CH2:27][CH2:26][C:25]([O:29][CH3:30])=[O:28])=[CH:3][CH:4]=1)=[O:14])([CH3:12])([CH3:13])[CH3:11]. The yield is 0.300. (3) The reactants are [Cl:1][C:2]1[CH:23]=[CH:22][C:21]([C:24]2[C:29]([F:30])=[CH:28][CH:27]=[C:26]([CH2:31][O:32][CH3:33])[N:25]=2)=[CH:20][C:3]=1[C:4]([NH:6][C:7]1[N:11]([C:12]2[CH:17]=[CH:16][CH:15]=[CH:14][CH:13]=2)[N:10]=[C:9]([C:18]#[N:19])[CH:8]=1)=[O:5].C(=O)([O-])[O-:35].[K+].[K+].OO. The catalyst is CS(C)=O. The product is [Cl:1][C:2]1[CH:23]=[CH:22][C:21]([C:24]2[C:29]([F:30])=[CH:28][CH:27]=[C:26]([CH2:31][O:32][CH3:33])[N:25]=2)=[CH:20][C:3]=1[C:4]([NH:6][C:7]1[N:11]([C:12]2[CH:13]=[CH:14][CH:15]=[CH:16][CH:17]=2)[N:10]=[C:9]([C:18]([NH2:19])=[O:35])[CH:8]=1)=[O:5]. The yield is 0.140. (4) The reactants are [F:1][C:2]1[CH:17]=[CH:16][C:5]2[C:6]([C:9]3[CH:14]=[CH:13][C:12]([OH:15])=[CH:11][CH:10]=3)=[N:7][O:8][C:4]=2[CH:3]=1.C(=O)([O-])[O-].[K+].[K+].[Br:24][CH2:25][CH2:26]Br. The catalyst is C(OCC)(=O)C. The product is [Br:24][CH2:25][CH2:26][O:15][C:12]1[CH:11]=[CH:10][C:9]([C:6]2[C:5]3[CH:16]=[CH:17][C:2]([F:1])=[CH:3][C:4]=3[O:8][N:7]=2)=[CH:14][CH:13]=1. The yield is 0.410. (5) The reactants are C1(C)C=CC(S([O-])(=O)=O)=CC=1.[NH+]1C=CC=CC=1.[C:18]([C:22]1[CH:23]=[C:24]([NH:43][C:44]([NH:46][C@@H:47]2[C:56]3[C:51](=[CH:52][CH:53]=[CH:54][CH:55]=3)[C@H:50]([O:57][C:58]3[CH:59]=[CH:60][C:61]4[N:62]([C:64]([N:67]5[C@H:72]([CH3:73])[CH2:71][CH2:70][CH2:69][C@@H:68]5[CH3:74])=[N:65][N:66]=4)[CH:63]=3)[CH2:49][CH2:48]2)=[O:45])[N:25]([C:27]2[CH:32]=[CH:31][CH:30]=[C:29]([O:33][CH2:34][CH2:35][O:36]C3CCCCO3)[CH:28]=2)[N:26]=1)([CH3:21])([CH3:20])[CH3:19]. The catalyst is CO. The product is [C:18]([C:22]1[CH:23]=[C:24]([NH:43][C:44]([NH:46][C@@H:47]2[C:56]3[C:51](=[CH:52][CH:53]=[CH:54][CH:55]=3)[C@H:50]([O:57][C:58]3[CH:59]=[CH:60][C:61]4[N:62]([C:64]([N:67]5[C@H:72]([CH3:73])[CH2:71][CH2:70][CH2:69][C@@H:68]5[CH3:74])=[N:65][N:66]=4)[CH:63]=3)[CH2:49][CH2:48]2)=[O:45])[N:25]([C:27]2[CH:32]=[CH:31][CH:30]=[C:29]([O:33][CH2:34][CH2:35][OH:36])[CH:28]=2)[N:26]=1)([CH3:21])([CH3:19])[CH3:20]. The yield is 0.990. (6) The reactants are [Br:1][C:2]1[C:9]([F:10])=[CH:8][CH:7]=[C:6]([O:11]C)[C:3]=1[CH:4]=[O:5].B(Br)(Br)Br.[NH4+].[Cl-]. The catalyst is C(Cl)Cl. The product is [Br:1][C:2]1[C:9]([F:10])=[CH:8][CH:7]=[C:6]([OH:11])[C:3]=1[CH:4]=[O:5]. The yield is 0.850. (7) The product is [CH2:15]([O:22][C:23]([C:32]1[CH:37]=[CH:36][C:35]([C:38]([S:39]([C:42]2[CH:43]=[CH:44][C:45]([F:48])=[CH:46][CH:47]=2)(=[O:40])=[O:41])=[CH2:8])=[CH:34][CH:33]=1)([C:24]([F:27])([F:25])[F:26])[C:28]([F:31])([F:29])[F:30])[C:16]1[CH:17]=[CH:18][CH:19]=[CH:20][CH:21]=1. The yield is 0.550. The catalyst is CN(C)C=O.C(OCC)(=O)C. The reactants are CN(C)CN(C)C.[C:8](OC(=O)C)(=O)C.[CH2:15]([O:22][C:23]([C:32]1[CH:37]=[CH:36][C:35]([CH2:38][S:39]([C:42]2[CH:47]=[CH:46][C:45]([F:48])=[CH:44][CH:43]=2)(=[O:41])=[O:40])=[CH:34][CH:33]=1)([C:28]([F:31])([F:30])[F:29])[C:24]([F:27])([F:26])[F:25])[C:16]1[CH:21]=[CH:20][CH:19]=[CH:18][CH:17]=1.